This data is from Catalyst prediction with 721,799 reactions and 888 catalyst types from USPTO. The task is: Predict which catalyst facilitates the given reaction. (1) Reactant: [NH2:1][C@@H:2]([C:5]1[CH:10]=[CH:9][CH:8]=[CH:7][CH:6]=1)[CH2:3][OH:4].CN(C)C=O.[CH2:16]1[N:21]([C:22]([C:24]2[CH:29]=[CH:28][C:27]([S:30](Cl)(=[O:32])=[O:31])=[CH:26][CH:25]=2)=[O:23])[CH2:20][CH2:19][N:18]2[CH2:34][CH2:35][CH2:36][C@H:17]12.C(=O)([O-])[O-].[Na+].[Na+]. Product: [CH2:16]1[N:21]([C:22]([C:24]2[CH:25]=[CH:26][C:27]([S:30]([NH:1][C@@H:2]([C:5]3[CH:10]=[CH:9][CH:8]=[CH:7][CH:6]=3)[CH2:3][OH:4])(=[O:32])=[O:31])=[CH:28][CH:29]=2)=[O:23])[CH2:20][CH2:19][N:18]2[CH2:34][CH2:35][CH2:36][C@H:17]12. The catalyst class is: 98. (2) Reactant: [NH2:1][C:2]1[CH:17]=[C:16]([Cl:18])[CH:15]=[CH:14][C:3]=1[O:4][C:5]1[CH:10]=[CH:9][C:8]([C:11](=O)[CH3:12])=[CH:7][CH:6]=1.Cl.[NH2:20][OH:21].O. Product: [NH2:1][C:2]1[CH:17]=[C:16]([Cl:18])[CH:15]=[CH:14][C:3]=1[O:4][C:5]1[CH:10]=[CH:9][C:8]([C:11](=[N:20][OH:21])[CH3:12])=[CH:7][CH:6]=1. The catalyst class is: 8. (3) Reactant: [C:1]([O:5][C:6]([N:8]1[CH2:12][CH2:11][CH2:10][CH:9]1[C:13]([OH:15])=[O:14])=[O:7])([CH3:4])([CH3:3])[CH3:2].[CH2:16]1[CH2:21][CH2:20][CH:19](N=C=N[CH:16]2[CH2:21][CH2:20][CH2:19][CH2:18][CH2:17]2)[CH2:18][CH2:17]1.C1(O)C=CC=CC=1. Product: [N:8]1([C:6]([O:5][C:1]([CH3:4])([CH3:2])[CH3:3])=[O:7])[CH2:12][CH2:11][CH2:10][CH:9]1[C:13]([O:15][C:16]1[CH:21]=[CH:20][CH:19]=[CH:18][CH:17]=1)=[O:14]. The catalyst class is: 124. (4) Reactant: C(OC([N:8]1[CH2:12][C@H:11]([CH2:13][N:14]([C:28]2[CH:33]=[CH:32][C:31]([Cl:34])=[CH:30][CH:29]=2)[CH2:15][C:16]2[CH:21]=[CH:20][CH:19]=[CH:18][C:17]=2[O:22][CH2:23][CH2:24][CH2:25][O:26][CH3:27])[C@@H:10]([CH2:35][C:36]2[CH:41]=[CH:40][CH:39]=[CH:38][CH:37]=2)[CH2:9]1)=O)(C)(C)C. Product: [CH2:35]([C@H:10]1[CH2:9][NH:8][CH2:12][C@@H:11]1[CH2:13][N:14]([C:28]1[CH:33]=[CH:32][C:31]([Cl:34])=[CH:30][CH:29]=1)[CH2:15][C:16]1[CH:21]=[CH:20][CH:19]=[CH:18][C:17]=1[O:22][CH2:23][CH2:24][CH2:25][O:26][CH3:27])[C:36]1[CH:37]=[CH:38][CH:39]=[CH:40][CH:41]=1. The catalyst class is: 157. (5) Reactant: [C:1]([C:5]1[CH:6]=[C:7]2[C:12](=[C:13]([F:15])[CH:14]=1)[C:11](=[O:16])[N:10]([C:17]1[C:18]([CH2:34][OH:35])=[C:19]([N:23]3[C:27]4[N:28]=[CH:29][N:30]=[CH:31][C:26]=4[C:25]([C:32]#[N:33])=[CH:24]3)[CH:20]=[CH:21][CH:22]=1)[N:9]=[CH:8]2)([CH3:4])([CH3:3])[CH3:2].C([OH:38])C.O. Product: [C:1]([C:5]1[CH:6]=[C:7]2[C:12](=[C:13]([F:15])[CH:14]=1)[C:11](=[O:16])[N:10]([C:17]1[C:18]([CH2:34][OH:35])=[C:19]([N:23]3[C:27]4[N:28]=[CH:29][N:30]=[CH:31][C:26]=4[C:25]([C:32]([NH2:33])=[O:38])=[CH:24]3)[CH:20]=[CH:21][CH:22]=1)[N:9]=[CH:8]2)([CH3:4])([CH3:2])[CH3:3]. The catalyst class is: 2. (6) Reactant: [C:1]([C:5]1[CH:9]=[C:8]([NH:10][C:11](=[O:18])OCC(Cl)(Cl)Cl)[N:7]([C:19]2[CH:24]=[CH:23][C:22]([CH3:25])=[CH:21][CH:20]=2)[N:6]=1)([CH3:4])([CH3:3])[CH3:2].[CH3:26][C:27]1[CH:32]=[CH:31][C:30]([NH2:33])=[CH:29][C:28]=1[N+:34]([O-:36])=[O:35].CCN(C(C)C)C(C)C. Product: [C:1]([C:5]1[CH:9]=[C:8]([NH:10][C:11]([NH:33][C:30]2[CH:31]=[CH:32][C:27]([CH3:26])=[C:28]([N+:34]([O-:36])=[O:35])[CH:29]=2)=[O:18])[N:7]([C:19]2[CH:24]=[CH:23][C:22]([CH3:25])=[CH:21][CH:20]=2)[N:6]=1)([CH3:2])([CH3:4])[CH3:3]. The catalyst class is: 197. (7) Reactant: [C:1]([OH:8])(=[O:7])/[CH:2]=[CH:3]/[C:4]([OH:6])=[O:5].[S:9]1[CH:13]=[CH:12][C:11]2[C:14]([N:18]3[CH2:23][CH2:22][N:21]([CH2:24][CH2:25][CH2:26][O:27][C:28]4[CH:37]=[C:36]5[C:31]([CH2:32][CH2:33][N:34]([CH3:39])[C:35]5=[O:38])=[CH:30][CH:29]=4)[CH2:20][CH2:19]3)=[CH:15][CH:16]=[CH:17][C:10]1=2. Product: [C:1]([OH:8])(=[O:7])/[CH:2]=[CH:3]/[C:4]([OH:6])=[O:5].[C:1]([OH:8])(=[O:7])/[CH:2]=[CH:3]/[C:4]([OH:6])=[O:5].[S:9]1[CH:13]=[CH:12][C:11]2[C:14]([N:18]3[CH2:19][CH2:20][N:21]([CH2:24][CH2:25][CH2:26][O:27][C:28]4[CH:37]=[C:36]5[C:31]([CH2:32][CH2:33][N:34]([CH3:39])[C:35]5=[O:38])=[CH:30][CH:29]=4)[CH2:22][CH2:23]3)=[CH:15][CH:16]=[CH:17][C:10]1=2. The catalyst class is: 8.